From a dataset of Reaction yield outcomes from USPTO patents with 853,638 reactions. Predict the reaction yield, written as a fraction of the theoretical maximum amount of product (1.0 means a 100% yield; for example, 0.34 means a 34% yield). (1) The catalyst is C(O)C. The product is [CH:1]([C@H:14]1[CH2:20][C@H:19]([OH:18])[C@@H:17]([NH:28][CH2:27][C:26]2[CH:29]=[CH:30][C:23]([O:22][CH3:21])=[CH:24][CH:25]=2)[CH2:16][O:15]1)([C:8]1[CH:13]=[CH:12][CH:11]=[CH:10][CH:9]=1)[C:2]1[CH:3]=[CH:4][CH:5]=[CH:6][CH:7]=1. The reactants are [CH:1]([C@H:14]1[CH2:20][C@H:19]2[C@H:17]([O:18]2)[CH2:16][O:15]1)([C:8]1[CH:13]=[CH:12][CH:11]=[CH:10][CH:9]=1)[C:2]1[CH:7]=[CH:6][CH:5]=[CH:4][CH:3]=1.[CH3:21][O:22][C:23]1[CH:30]=[CH:29][C:26]([CH2:27][NH2:28])=[CH:25][CH:24]=1. The yield is 0.800. (2) The reactants are [OH:1][C:2]([C:43]1[S:44][CH:45]=[CH:46][CH:47]=1)([C:38]1[S:39][CH:40]=[CH:41][CH:42]=1)[C:3]([O:5][C@H:6]1[CH2:11][CH2:10][C@H:9]([N:12]([CH2:14][CH2:15][O:16][C:17]([NH:19][C:20]2[CH:25]=[C:24]([O:26][CH3:27])[C:23]([CH2:28][O:29][Si](C(C)(C)C)(C)C)=[CH:22][C:21]=2[Cl:37])=[O:18])[CH3:13])[CH2:8][CH2:7]1)=[O:4].Cl.C(=O)([O-])O.[Na+]. The catalyst is C1COCC1. The product is [OH:1][C:2]([C:38]1[S:39][CH:40]=[CH:41][CH:42]=1)([C:43]1[S:44][CH:45]=[CH:46][CH:47]=1)[C:3]([O:5][C@H:6]1[CH2:7][CH2:8][C@H:9]([N:12]([CH2:14][CH2:15][O:16][C:17]([NH:19][C:20]2[CH:25]=[C:24]([O:26][CH3:27])[C:23]([CH2:28][OH:29])=[CH:22][C:21]=2[Cl:37])=[O:18])[CH3:13])[CH2:10][CH2:11]1)=[O:4]. The yield is 0.780. (3) The product is [CH2:23]([CH:30]1[C:39]2[C:34](=[CH:35][C:36]([F:40])=[CH:37][CH:38]=2)[CH2:33][CH2:32][CH:31]1[NH:41][C:8]([NH:9][C:10]1[CH:19]=[CH:18][CH:17]=[C:16]2[C:11]=1[CH:12]=[CH:13][N:14]=[C:15]2[Cl:20])=[O:21])[C:24]1[CH:25]=[CH:26][CH:27]=[CH:28][CH:29]=1. The reactants are C1(O[C:8](=[O:21])[NH:9][C:10]2[CH:19]=[CH:18][CH:17]=[C:16]3[C:11]=2[CH:12]=[CH:13][N:14]=[C:15]3[Cl:20])C=CC=CC=1.Cl.[CH2:23]([CH:30]1[C:39]2[C:34](=[CH:35][C:36]([F:40])=[CH:37][CH:38]=2)[CH2:33][CH2:32][CH:31]1[NH2:41])[C:24]1[CH:29]=[CH:28][CH:27]=[CH:26][CH:25]=1.C(=O)(O)[O-].[Na+]. The yield is 0.280. The catalyst is CS(C)=O. (4) The reactants are [CH2:1]([OH:19])[CH2:2][CH2:3][CH2:4][CH2:5][CH2:6][CH2:7][CH2:8][CH2:9][CH2:10][CH2:11][CH2:12][CH2:13][CH2:14][CH2:15][CH2:16][CH2:17][CH3:18].[C:20]12[C:26](=[CH:27][CH:28]=[CH:29][CH:30]=1)[NH:25]C(=O)O[C:21]2=[O:22].N12CCN(CC1)CC2.CO. The catalyst is CN(C)C=O. The product is [C:21]([O:19][CH2:1][CH2:2][CH2:3][CH2:4][CH2:5][CH2:6][CH2:7][CH2:8][CH2:9][CH2:10][CH2:11][CH2:12][CH2:13][CH2:14][CH2:15][CH2:16][CH2:17][CH3:18])(=[O:22])[C:20]1[C:26](=[CH:27][CH:28]=[CH:29][CH:30]=1)[NH2:25]. The yield is 0.850. (5) The reactants are C(N(C(C)C)CC)(C)C.C1(N[S:17]([C:20]([F:23])([F:22])[F:21])(=[O:19])=[O:18])C=CC=CC=1.[CH3:24][O:25][C:26](=[O:41])[C:27]([NH:30][C:31]([C:33]1[C:38]([OH:39])=[CH:37][C:36]([OH:40])=[CH:35][N:34]=1)=[O:32])([CH3:29])[CH3:28]. The catalyst is CO. The product is [CH3:24][O:25][C:26](=[O:41])[C:27]([NH:30][C:31]([C:33]1[C:38]([OH:39])=[CH:37][C:36]([O:40][S:17]([C:20]([F:21])([F:22])[F:23])(=[O:18])=[O:19])=[CH:35][N:34]=1)=[O:32])([CH3:29])[CH3:28]. The yield is 0.360.